Dataset: Catalyst prediction with 721,799 reactions and 888 catalyst types from USPTO. Task: Predict which catalyst facilitates the given reaction. (1) Reactant: [CH3:1][N:2]1[CH2:7][CH2:6][C:5]([CH2:16][OH:17])([C:8]2[CH:13]=[CH:12][C:11]([Cl:14])=[C:10]([Cl:15])[CH:9]=2)[CH2:4][CH2:3]1.[H-].[Na+].[C:20]([C:22]1[CH:23]=[C:24]([CH2:32]I)[C:25]2[C:30]([CH:31]=1)=[CH:29][CH:28]=[CH:27][CH:26]=2)#[N:21]. Product: [CH3:1][N:2]1[CH2:3][CH2:4][C:5]([C:8]2[CH:13]=[CH:12][C:11]([Cl:14])=[C:10]([Cl:15])[CH:9]=2)([CH2:16][O:17][CH2:32][C:24]2[C:25]3[C:30](=[CH:29][CH:28]=[CH:27][CH:26]=3)[CH:31]=[C:22]([C:20]#[N:21])[CH:23]=2)[CH2:6][CH2:7]1. The catalyst class is: 3. (2) Reactant: [CH3:1][C@H:2]1[NH:7][CH2:6][C@@H:5]([C:8]([O:10][CH3:11])=[O:9])[CH2:4][CH2:3]1.[CH3:12][C:13]([O:16][C:17](O[C:17]([O:16][C:13]([CH3:15])([CH3:14])[CH3:12])=[O:18])=[O:18])([CH3:15])[CH3:14]. Product: [CH3:1][C@H:2]1[N:7]([C:17]([O:16][C:13]([CH3:15])([CH3:14])[CH3:12])=[O:18])[CH2:6][C@@H:5]([C:8]([O:10][CH3:11])=[O:9])[CH2:4][CH2:3]1. The catalyst class is: 34.